This data is from Reaction yield outcomes from USPTO patents with 853,638 reactions. The task is: Predict the reaction yield, written as a fraction of the theoretical maximum amount of product (1.0 means a 100% yield; for example, 0.34 means a 34% yield). (1) The reactants are [N+:1]([C:4]1[CH:9]=[C:8]([N+:10]([O-])=O)[CH:7]=[CH:6][C:5]=1[S:13][CH2:14][C:15]([OH:17])=O)([O-])=O.O.O.[Sn](Cl)Cl. The catalyst is C(O)C. The product is [NH2:10][C:8]1[CH:7]=[CH:6][C:5]2[S:13][CH2:14][C:15](=[O:17])[NH:1][C:4]=2[CH:9]=1. The yield is 0.520. (2) The reactants are Br[CH2:2][C:3]([C:5]1[CH:10]=[CH:9][C:8]([OH:11])=[CH:7][CH:6]=1)=[O:4].[CH2:12]([N:19]1[CH2:26][CH:25]2[CH:21]([CH2:22][NH:23][CH2:24]2)[CH2:20]1)[C:13]1[CH:18]=[CH:17][CH:16]=[CH:15][CH:14]=1.C(=O)([O-])[O-].[K+].[K+]. The catalyst is CN(C=O)C. The product is [CH2:12]([N:19]1[CH2:26][CH:25]2[CH2:24][N:23]([CH2:2][C:3]([C:5]3[CH:10]=[CH:9][C:8]([OH:11])=[CH:7][CH:6]=3)=[O:4])[CH2:22][CH:21]2[CH2:20]1)[C:13]1[CH:14]=[CH:15][CH:16]=[CH:17][CH:18]=1. The yield is 0.720. (3) The reactants are [H-].[Na+].[C:3]([O:7][C:8]([N:10]1[CH2:15][CH2:14][C:13]([NH:18][C:19]([O:21][C:22]([CH3:25])([CH3:24])[CH3:23])=[O:20])([CH2:16][OH:17])[CH2:12][CH2:11]1)=[O:9])([CH3:6])([CH3:5])[CH3:4].[Cl:26][C:27]1[CH:34]=[CH:33][C:30]([CH2:31]Br)=[CH:29][CH:28]=1. The catalyst is CN(C=O)C. The product is [C:3]([O:7][C:8]([N:10]1[CH2:15][CH2:14][C:13]([NH:18][C:19]([O:21][C:22]([CH3:25])([CH3:24])[CH3:23])=[O:20])([CH2:16][O:17][CH2:31][C:30]2[CH:33]=[CH:34][C:27]([Cl:26])=[CH:28][CH:29]=2)[CH2:12][CH2:11]1)=[O:9])([CH3:5])([CH3:6])[CH3:4]. The yield is 0.220. (4) The reactants are [O:1]1[CH2:5][CH2:4][CH2:3][CH:2]1[C:6](=[N:8][OH:9])[Cl:7].[CH3:10][S:11](Cl)(=[O:13])=[O:12].C(N(CC)CC)C. The catalyst is CCOCC. The product is [CH3:10][S:11]([O:9][N:8]=[C:6]([Cl:7])[CH:2]1[CH2:3][CH2:4][CH2:5][O:1]1)(=[O:13])=[O:12]. The yield is 0.531. (5) The reactants are CI.[Br:3][C:4]1[CH:12]=[C:11]2[C:7]([CH2:8][CH2:9][CH2:10]2)=[CH:6][C:5]=1[OH:13].[C:14]([O-])([O-])=O.[K+].[K+].CN(C=O)C. The catalyst is O. The product is [CH3:14][O:13][C:5]1[CH:6]=[C:7]2[C:11](=[CH:12][C:4]=1[Br:3])[CH2:10][CH2:9][CH2:8]2.[Br:3][C:4]1[CH:12]=[C:11]2[C:7]([CH2:8][CH2:9][CH2:10]2)=[CH:6][C:5]=1[OH:13]. The yield is 0.740. (6) The reactants are [CH3:1][NH:2][C@@H:3]([C:5]1[O:6][C:7]2[CH:14]=[CH:13][CH:12]=[CH:11][C:8]=2[C:9]=1[CH3:10])[CH3:4].CCN(CC)CC.[C:22](Cl)(=[O:25])[CH:23]=[CH2:24]. The catalyst is CN(C=O)C.O. The product is [CH3:1][N:2]([C@@H:3]([C:5]1[O:6][C:7]2[CH:14]=[CH:13][CH:12]=[CH:11][C:8]=2[C:9]=1[CH3:10])[CH3:4])[C:22](=[O:25])[CH:23]=[CH2:24]. The yield is 0.750. (7) The reactants are [N+:1]([C:4]1[CH:9]=[CH:8][C:7]([OH:10])=[CH:6][CH:5]=1)([O-:3])=[O:2].Cl[CH2:12][C:13]1[O:17][N:16]=[C:15]([C:18]2[CH:23]=[CH:22][CH:21]=[CH:20][CH:19]=2)[N:14]=1.C([O-])([O-])=O.[K+].[K+]. The catalyst is CC(C)=O. The yield is 0.920. The product is [N+:1]([C:4]1[CH:9]=[CH:8][C:7]([O:10][CH2:12][C:13]2[O:17][N:16]=[C:15]([C:18]3[CH:19]=[CH:20][CH:21]=[CH:22][CH:23]=3)[N:14]=2)=[CH:6][CH:5]=1)([O-:3])=[O:2]. (8) The reactants are [CH3:1]N(C=O)C.C(Cl)(=O)C(Cl)=O.[CH2:12]([O:19][C:20]1[CH:29]=[C:28]2[C:23](C(=O)N[CH:26]=[N:27]2)=[CH:22][C:21]=1[O:31][CH3:32])[C:13]1[CH:18]=[CH:17][CH:16]=[CH:15][CH:14]=1.O.[CH:34]([Cl:37])(Cl)Cl. The catalyst is C(Cl)Cl. The product is [CH2:12]([O:19][C:20]1[CH:29]=[C:28]2[C:23]([C:34]([Cl:37])=[CH:1][CH:26]=[N:27]2)=[CH:22][C:21]=1[O:31][CH3:32])[C:13]1[CH:18]=[CH:17][CH:16]=[CH:15][CH:14]=1. The yield is 0.480. (9) The reactants are Cl[C:2]1[N:7]=[C:6]([N:8]2[CH2:13][CH2:12][O:11][CH2:10][CH2:9]2)[N:5]=[C:4]([N:14]2[CH2:20][CH:19]3[O:21][CH:16]([CH2:17][CH2:18]3)[CH2:15]2)[N:3]=1.C(=O)([O-])[O-].[Na+].[Na+].[NH2:28][C:29]1[CH:34]=[CH:33][C:32](B2OC(C)(C)C(C)(C)O2)=[CH:31][CH:30]=1. The catalyst is C1C=CC([P]([Pd]([P](C2C=CC=CC=2)(C2C=CC=CC=2)C2C=CC=CC=2)([P](C2C=CC=CC=2)(C2C=CC=CC=2)C2C=CC=CC=2)[P](C2C=CC=CC=2)(C2C=CC=CC=2)C2C=CC=CC=2)(C2C=CC=CC=2)C2C=CC=CC=2)=CC=1.COCCOC. The product is [N:8]1([C:6]2[N:5]=[C:4]([N:14]3[CH2:20][CH:19]4[O:21][CH:16]([CH2:17][CH2:18]4)[CH2:15]3)[N:3]=[C:2]([C:32]3[CH:33]=[CH:34][C:29]([NH2:28])=[CH:30][CH:31]=3)[N:7]=2)[CH2:13][CH2:12][O:11][CH2:10][CH2:9]1. The yield is 0.590.